Dataset: Full USPTO retrosynthesis dataset with 1.9M reactions from patents (1976-2016). Task: Predict the reactants needed to synthesize the given product. (1) Given the product [F:17][C:5]1[C:6]([C:8]2[N:9]([CH:14]([CH3:16])[CH3:15])[C:10]([CH3:13])=[N:11][CH:12]=2)=[N:7][C:2]([NH:27][CH:28]2[CH2:29][CH2:30][N:31]([C:34]([O:36][CH2:37][C:38]3[CH:43]=[CH:42][CH:41]=[CH:40][CH:39]=3)=[O:35])[CH2:32][CH2:33]2)=[N:3][CH:4]=1, predict the reactants needed to synthesize it. The reactants are: Cl[C:2]1[N:7]=[C:6]([C:8]2[N:9]([CH:14]([CH3:16])[CH3:15])[C:10]([CH3:13])=[N:11][CH:12]=2)[C:5]([F:17])=[CH:4][N:3]=1.CCN(C(C)C)C(C)C.[NH2:27][CH:28]1[CH2:33][CH2:32][N:31]([C:34]([O:36][CH2:37][C:38]2[CH:43]=[CH:42][CH:41]=[CH:40][CH:39]=2)=[O:35])[CH2:30][CH2:29]1.CC(N(C)C)=O. (2) The reactants are: [C:1]([C:3]1([NH:6][C:7]([C@@H:9]2[CH2:13][C@@H:12]([S:14]([C:17]3[CH:22]=[CH:21][C:20](F)=[CH:19][C:18]=3[Cl:24])(=[O:16])=[O:15])[CH2:11][C@H:10]2[C:25]([N:27]2[CH2:30][C:29]([F:32])([F:31])[CH2:28]2)=[O:26])=[O:8])[CH2:5][CH2:4]1)#[N:2].[CH3:33][O:34][CH2:35][CH2:36][OH:37]. Given the product [C:1]([C:3]1([NH:6][C:7]([C@@H:9]2[CH2:13][C@@H:12]([S:14]([C:17]3[CH:22]=[CH:21][C:20]([O:37][CH2:36][CH2:35][O:34][CH3:33])=[CH:19][C:18]=3[Cl:24])(=[O:16])=[O:15])[CH2:11][C@H:10]2[C:25]([N:27]2[CH2:28][C:29]([F:32])([F:31])[CH2:30]2)=[O:26])=[O:8])[CH2:5][CH2:4]1)#[N:2], predict the reactants needed to synthesize it. (3) Given the product [Cl:10][C:11]1[CH:12]=[C:13]([C:23]2[N:24]=[C:25]([CH2:44][CH3:45])[C:26]3[CH2:31][CH2:30][N:29]([C:32]4[CH:33]=[CH:34][C:35]([CH2:38][C:39]([O:41][CH2:42][CH3:43])=[O:40])=[CH:36][CH:37]=4)[C:27]=3[N:28]=2)[CH:14]=[CH:15][C:16]=1[O:17][CH3:18], predict the reactants needed to synthesize it. The reactants are: ClCCl.C([O-])([O-])=O.[Cs+].[Cs+].[Cl:10][C:11]1[CH:12]=[C:13](B(O)O)[CH:14]=[CH:15][C:16]=1[O:17][CH3:18].Cl[C:23]1[N:24]=[C:25]([CH2:44][CH3:45])[C:26]2[CH2:31][CH2:30][N:29]([C:32]3[CH:37]=[CH:36][C:35]([CH2:38][C:39]([O:41][CH2:42][CH3:43])=[O:40])=[CH:34][CH:33]=3)[C:27]=2[N:28]=1. (4) Given the product [C:3]([O:7][C:8]([NH:10][C:11]1[C:12]([NH:16][C:17]([C:19]2[CH:24]=[CH:23][C:22]([CH2:25][OH:26])=[CH:21][N:20]=2)=[O:18])=[CH:13][S:14][CH:15]=1)=[O:9])([CH3:6])([CH3:4])[CH3:5], predict the reactants needed to synthesize it. The reactants are: [BH4-].[Li+].[C:3]([O:7][C:8]([NH:10][C:11]1[C:12]([NH:16][C:17]([C:19]2[CH:24]=[CH:23][C:22]([C:25](OC)=[O:26])=[CH:21][N:20]=2)=[O:18])=[CH:13][S:14][CH:15]=1)=[O:9])([CH3:6])([CH3:5])[CH3:4].O1CCOCC1.C(O)(=O)CC(CC(O)=O)(C(O)=O)O.